This data is from Catalyst prediction with 721,799 reactions and 888 catalyst types from USPTO. The task is: Predict which catalyst facilitates the given reaction. Reactant: [CH:1]1([O:7][C:8]([NH:10][CH:11]([C:23]2[CH:28]=[CH:27][CH:26]=[CH:25][CH:24]=2)[C:12]([O:14][C@@H:15]2[CH:20]3[CH2:21][CH2:22][N:17]([CH2:18][CH2:19]3)[CH2:16]2)=[O:13])=[O:9])[CH2:6][CH2:5][CH2:4][CH2:3][CH2:2]1.[Br:29][CH2:30][C:31]([C:33]1[CH:38]=[CH:37][CH:36]=[CH:35][CH:34]=1)=[O:32]. Product: [Br-:29].[CH:1]1([O:7][C:8]([NH:10][CH:11]([C:23]2[CH:24]=[CH:25][CH:26]=[CH:27][CH:28]=2)[C:12]([O:14][C@@H:15]2[CH:20]3[CH2:19][CH2:18][N+:17]([CH2:30][C:31](=[O:32])[C:33]4[CH:38]=[CH:37][CH:36]=[CH:35][CH:34]=4)([CH2:22][CH2:21]3)[CH2:16]2)=[O:13])=[O:9])[CH2:6][CH2:5][CH2:4][CH2:3][CH2:2]1. The catalyst class is: 25.